Task: Predict the reactants needed to synthesize the given product.. Dataset: Full USPTO retrosynthesis dataset with 1.9M reactions from patents (1976-2016) (1) Given the product [Cl:8][C:4]1[CH:5]=[CH:6][CH:7]=[C:2]([Cl:1])[C:3]=1[CH2:9][O:10][C:11]1[CH:16]=[CH:15][C:14]2[C:17]3([CH2:23][O:24][C:13]=2[CH:12]=1)[CH2:18][CH2:19][N:20]([CH3:25])[CH2:21][CH2:22]3, predict the reactants needed to synthesize it. The reactants are: [Cl:1][C:2]1[CH:7]=[CH:6][CH:5]=[C:4]([Cl:8])[C:3]=1[CH2:9][O:10][C:11]1[CH:16]=[CH:15][C:14]2[C:17]3([CH2:23][O:24][C:13]=2[CH:12]=1)[CH2:22][CH2:21][NH:20][CH2:19][CH2:18]3.[CH2:25](N(C(C)C)C(C)C)C.C=O.C(O[BH-](OC(=O)C)OC(=O)C)(=O)C.[Na+]. (2) Given the product [OH:14][CH2:13][CH2:12][C@H:3]1[NH:4][C:5]2[C:10](=[CH:9][CH:8]=[CH:7][CH:6]=2)[NH:11][C:2]1=[O:1], predict the reactants needed to synthesize it. The reactants are: [O:1]=[C:2]1[NH:11][C:10]2[C:5](=[CH:6][CH:7]=[CH:8][CH:9]=2)[NH:4][C@@H:3]1[CH2:12][C:13](OC)=[O:14].Cl.